Dataset: Full USPTO retrosynthesis dataset with 1.9M reactions from patents (1976-2016). Task: Predict the reactants needed to synthesize the given product. (1) The reactants are: [CH2:1]([O:8][C:9]1[CH:14]=[C:13](I)[CH:12]=[CH:11][C:10]=1[N:16]1[S:20](=[O:22])(=[O:21])[NH:19][C:18](=[O:23])[CH2:17]1)[C:2]1[CH:7]=[CH:6][CH:5]=[CH:4][CH:3]=1.[CH:24]([C:26]1[CH:27]=[N:28][CH:29]=[CH:30][CH:31]=1)=[CH2:25]. Given the product [CH2:1]([O:8][C:9]1[CH:14]=[C:13](/[CH:25]=[CH:24]/[C:26]2[CH:27]=[N:28][CH:29]=[CH:30][CH:31]=2)[CH:12]=[CH:11][C:10]=1[N:16]1[S:20](=[O:22])(=[O:21])[NH:19][C:18](=[O:23])[CH2:17]1)[C:2]1[CH:7]=[CH:6][CH:5]=[CH:4][CH:3]=1, predict the reactants needed to synthesize it. (2) The reactants are: [I-].[F:2][C:3]1[C:7]([C:8]2[CH2:9][N:10]([CH3:14])[CH:11]=[CH:12][CH:13]=2)=[N:6][S:5][N:4]=1.[BH4-].[Na+]. Given the product [F:2][C:3]1[C:7]([C:8]2[CH2:9][N:10]([CH3:14])[CH2:11][CH2:12][CH:13]=2)=[N:6][S:5][N:4]=1, predict the reactants needed to synthesize it. (3) Given the product [CH:12]1([CH2:15][NH:11][CH2:10][CH2:9][C:3]2[C:2]([Cl:1])=[CH:7][CH:6]=[CH:5][C:4]=2[Cl:8])[CH2:14][CH2:13]1, predict the reactants needed to synthesize it. The reactants are: [Cl:1][C:2]1[CH:7]=[CH:6][CH:5]=[C:4]([Cl:8])[C:3]=1[CH2:9][CH2:10][NH2:11].[CH:12]1([CH:15]=O)[CH2:14][CH2:13]1. (4) Given the product [Cl:22][C:3]1[CH:4]2[CH:9]([CH:8]=[C:7]([S:10]([C:13]3[CH:14]=[CH:15][C:16]([C:17]([OH:19])=[O:18])=[CH:20][CH:21]=3)(=[O:11])=[O:12])[CH:6]=[CH:5]2)[NH:1][CH:2]=1, predict the reactants needed to synthesize it. The reactants are: [NH:1]1[C:9]2[C:4](=[CH:5][CH:6]=[C:7]([S:10]([C:13]3[CH:21]=[CH:20][C:16]([C:17]([OH:19])=[O:18])=[CH:15][CH:14]=3)(=[O:12])=[O:11])[CH:8]=2)[CH:3]=[CH:2]1.[Cl:22]N1C(=O)CCC1=O. (5) Given the product [F:42][CH:41]([F:43])[O:40][C:28]1[C:29]([N:33]2[CH2:38][CH2:37][CH2:36][CH2:35][C:34]2=[O:39])=[CH:30][CH:31]=[CH:32][C:27]=1[S:24]([NH:23][C@H:11]([C:12]([N:14]1[CH2:19][CH2:18][CH:17]([C:20]2[O:21][N:81]=[C:78]([CH3:77])[N:79]=2)[CH2:16][CH2:15]1)=[O:13])[CH2:10][NH:9][C:7]([C:5]1[S:6][C:2]([Cl:1])=[CH:3][CH:4]=1)=[O:8])(=[O:26])=[O:25], predict the reactants needed to synthesize it. The reactants are: [Cl:1][C:2]1[S:6][C:5]([C:7]([NH:9][CH2:10][C@H:11]([NH:23][S:24]([C:27]2[CH:32]=[CH:31][CH:30]=[C:29]([N:33]3[CH2:38][CH2:37][CH2:36][CH2:35][C:34]3=[O:39])[C:28]=2[O:40][CH:41]([F:43])[F:42])(=[O:26])=[O:25])[C:12]([N:14]2[CH2:19][CH2:18][CH:17]([C:20](O)=[O:21])[CH2:16][CH2:15]2)=[O:13])=[O:8])=[CH:4][CH:3]=1.CCN(C(C)C)C(C)C.CN(C(ON1N=NC2C=CC=CC1=2)=[N+](C)C)C.[B-](F)(F)(F)F.C1C=[N:79][C:78]2[N:81](O)N=N[C:77]=2C=1.ONC(=N)C. (6) Given the product [CH3:9][O:8][C:6]1[CH:5]=[CH:4][C:3]([CH2:10][C:11]([NH:13][CH3:14])=[O:12])=[C:2]([O:1][CH2:28][C@@H:29]2[CH2:31][O:30]2)[CH:7]=1, predict the reactants needed to synthesize it. The reactants are: [OH:1][C:2]1[CH:7]=[C:6]([O:8][CH3:9])[CH:5]=[CH:4][C:3]=1[CH2:10][C:11]([NH:13][CH3:14])=[O:12].[N+](C1C=C(S(O[CH2:28][C@@H:29]2[CH2:31][O:30]2)(=O)=O)C=CC=1)([O-])=O.C([O-])([O-])=O.[Cs+].[Cs+]. (7) The reactants are: CCCC[N+](CCCC)(CCCC)CCCC.[F-].[CH3:19][C:20]1[CH:29]=[C:28]([C:30]#[C:31][Si](C)(C)C)[CH:27]=[CH:26][C:21]=1[O:22][CH2:23][CH2:24][OH:25]. Given the product [C:30]([C:28]1[CH:27]=[CH:26][C:21]([O:22][CH2:23][CH2:24][OH:25])=[C:20]([CH3:19])[CH:29]=1)#[CH:31], predict the reactants needed to synthesize it.